From a dataset of Full USPTO retrosynthesis dataset with 1.9M reactions from patents (1976-2016). Predict the reactants needed to synthesize the given product. Given the product [Cl:1][C:2]1[CH:7]=[CH:6][C:5]([C:8]([C:13]2[C:21]3[C:16](=[C:17]([NH:22][S:23]([CH3:26])(=[O:25])=[O:24])[CH:18]=[CH:19][CH:20]=3)[NH:15][N:14]=2)([C:11]#[N:12])[CH2:9][CH3:10])=[CH:4][CH:3]=1, predict the reactants needed to synthesize it. The reactants are: [Cl:1][C:2]1[CH:7]=[CH:6][C:5]([C:8]([C:13]2[C:21]3[C:16](=[C:17]([NH:22][S:23]([CH3:26])(=[O:25])=[O:24])[CH:18]=[CH:19][CH:20]=3)[N:15](CC3C=CC(OC)=CC=3)[N:14]=2)([C:11]#[N:12])[CH2:9][CH3:10])=[CH:4][CH:3]=1.C(O)(C(F)(F)F)=O.